From a dataset of Full USPTO retrosynthesis dataset with 1.9M reactions from patents (1976-2016). Predict the reactants needed to synthesize the given product. Given the product [Br:1][C:2]1[N:7]=[C:6]([CH2:8][NH:11][C@H:12]([CH:15]([CH3:17])[CH3:16])[CH2:13][OH:14])[C:5]([F:10])=[CH:4][CH:3]=1, predict the reactants needed to synthesize it. The reactants are: [Br:1][C:2]1[N:7]=[C:6]([CH:8]=O)[C:5]([F:10])=[CH:4][CH:3]=1.[NH2:11][C@H:12]([CH:15]([CH3:17])[CH3:16])[CH2:13][OH:14].[BH4-].[Na+].